This data is from Catalyst prediction with 721,799 reactions and 888 catalyst types from USPTO. The task is: Predict which catalyst facilitates the given reaction. (1) Reactant: [NH:1]1[C:9]2[C:4](=[CH:5][CH:6]=[C:7]([CH:10]=[O:11])[CH:8]=2)[CH:3]=[N:2]1.[C-:12]#[N:13].[K+].Cl[C:16]([O:18][CH2:19][CH3:20])=[O:17].O. Product: [C:16](=[O:17])([O:18][CH2:19][CH3:20])[O:11][CH:10]([C:12]#[N:13])[C:7]1[CH:8]=[C:9]2[C:4]([CH:3]=[N:2][NH:1]2)=[CH:5][CH:6]=1. The catalyst class is: 8. (2) Reactant: [NH:1]([CH2:5][CH2:6][OH:7])[CH2:2][CH2:3][OH:4].C(=O)([O-])[O-].[K+].[K+].[CH:14](=O)[CH2:15][CH3:16]. Product: [CH2:15]([CH:16]1[N:1]([CH2:5][CH2:6][OH:7])[CH2:2][CH2:3][O:4]1)[CH3:14]. The catalyst class is: 4.